From a dataset of Peptide-MHC class II binding affinity with 134,281 pairs from IEDB. Regression. Given a peptide amino acid sequence and an MHC pseudo amino acid sequence, predict their binding affinity value. This is MHC class II binding data. The peptide sequence is YKTLRAEQA. The MHC is DRB5_0101 with pseudo-sequence DRB5_0101. The binding affinity (normalized) is 0.0651.